This data is from Forward reaction prediction with 1.9M reactions from USPTO patents (1976-2016). The task is: Predict the product of the given reaction. (1) The product is: [Br:22][C:23]1[C:24]2[C:25](=[N:29][N:30]3[C:6]([CH:8]4[CH2:9][CH2:10][N:11]([C:14]([O:16][C:17]([CH3:18])([CH3:19])[CH3:20])=[O:15])[CH2:12][CH2:13]4)=[CH:5][C:4](=[O:21])[NH:32][C:31]3=2)[CH:26]=[N:27][CH:28]=1. Given the reactants C(O[C:4](=[O:21])[CH2:5][C:6]([CH:8]1[CH2:13][CH2:12][N:11]([C:14]([O:16][C:17]([CH3:20])([CH3:19])[CH3:18])=[O:15])[CH2:10][CH2:9]1)=O)C.[Br:22][C:23]1[CH:28]=[N:27][CH:26]=[C:25]2[NH:29][N:30]=[C:31]([NH2:32])[C:24]=12.P([O-])([O-])([O-])=O.[K+].[K+].[K+].Cl, predict the reaction product. (2) Given the reactants C1(C2N=NC(NNC(=O)CC3C=C4C(=CC=3)N=CC=C4)=NC=2)C=CC=CC=1.[OH:28][C:29]1[CH:34]=[CH:33][C:32]([C:35]2[N:40]=[N:39][C:38]([NH:41][NH:42][C:43](=O)[CH2:44][O:45][C:46]3[C:55]4[C:50](=[CH:51][CH:52]=[CH:53][CH:54]=4)[N:49]=[CH:48][CH:47]=3)=[N:37][CH:36]=2)=[CH:31][CH:30]=1, predict the reaction product. The product is: [N:49]1[C:50]2[C:55](=[CH:54][CH:53]=[CH:52][CH:51]=2)[C:46]([O:45][CH2:44][C:43]2[N:39]3[N:40]=[C:35]([C:32]4[CH:33]=[CH:34][C:29]([OH:28])=[CH:30][CH:31]=4)[CH:36]=[N:37][C:38]3=[N:41][N:42]=2)=[CH:47][CH:48]=1. (3) The product is: [CH3:31][O:32][C:33](=[O:41])[CH2:34][CH:35]1[CH2:36][CH2:37][N:38]([C:6](=[O:7])[C:5]2[CH:9]=[CH:10][C:2]([Cl:1])=[C:3]([CH:11]([CH3:30])[C:12]([OH:29])([C:17]3[CH:18]=[CH:19][C:20]4[O:25][CH2:24][C:23](=[O:26])[N:22]([CH3:27])[C:21]=4[CH:28]=3)[C:13]([F:15])([F:14])[F:16])[CH:4]=2)[CH2:39][CH2:40]1. Given the reactants [Cl:1][C:2]1[CH:10]=[CH:9][C:5]([C:6](O)=[O:7])=[CH:4][C:3]=1[CH:11]([CH3:30])[C:12]([OH:29])([C:17]1[CH:18]=[CH:19][C:20]2[O:25][CH2:24][C:23](=[O:26])[N:22]([CH3:27])[C:21]=2[CH:28]=1)[C:13]([F:16])([F:15])[F:14].[CH3:31][O:32][C:33](=[O:41])[CH2:34][CH:35]1[CH2:40][CH2:39][NH:38][CH2:37][CH2:36]1.C(N(C(C)C)C(C)C)C.F[P-](F)(F)(F)(F)F.N1(O[P+](N(C)C)(N(C)C)N(C)C)C2C=CC=CC=2N=N1, predict the reaction product. (4) Given the reactants [O:1]=[C:2]1[N:7]([C:8]2[CH:13]=[CH:12][CH:11]=[CH:10][CH:9]=2)[N:6]=[C:5]([C:14]([NH2:16])=[O:15])[C:4]([O:17][C:18]2[CH:23]=[CH:22][CH:21]=[CH:20][CH:19]=2)=[CH:3]1.CO[C:26](OC)([N:28]([CH3:30])[CH3:29])[CH3:27].C1(C)C=CC=CC=1, predict the reaction product. The product is: [CH3:29][N:28]([CH3:30])[C:26](=[N:16][C:14]([C:5]1[C:4]([O:17][C:18]2[CH:23]=[CH:22][CH:21]=[CH:20][CH:19]=2)=[CH:3][C:2](=[O:1])[N:7]([C:8]2[CH:9]=[CH:10][CH:11]=[CH:12][CH:13]=2)[N:6]=1)=[O:15])[CH3:27].